Dataset: Reaction yield outcomes from USPTO patents with 853,638 reactions. Task: Predict the reaction yield, written as a fraction of the theoretical maximum amount of product (1.0 means a 100% yield; for example, 0.34 means a 34% yield). (1) The reactants are [CH3:1][O:2][C:3]([C@@H:5]1[CH2:9][C@@H:8]([OH:10])[CH2:7][N:6]1[C:11]([O:13][C:14]([CH3:17])([CH3:16])[CH3:15])=[O:12])=[O:4].[Cl:18][C:19]1[CH:20]=[C:21](O)[CH:22]=[CH:23][CH:24]=1.C1(P(C2C=CC=CC=2)C2C=CC=CC=2)C=CC=CC=1.CC(OC(/N=N/C(OC(C)C)=O)=O)C. The catalyst is COC(C)(C)C. The product is [CH3:1][O:2][C:3]([C@@H:5]1[CH2:9][C@H:8]([O:10][C:23]2[CH:22]=[CH:21][CH:20]=[C:19]([Cl:18])[CH:24]=2)[CH2:7][N:6]1[C:11]([O:13][C:14]([CH3:17])([CH3:16])[CH3:15])=[O:12])=[O:4]. The yield is 0.860. (2) The reactants are [CH2:1]([N:4]1[C:12]2[C:11](=[O:13])[NH:10][C:9](=[O:14])[NH:8][C:7]=2[N:6]=[CH:5]1)[CH:2]=[CH2:3].C(=O)([O-])[O-].[K+].[K+].I[CH2:22][CH3:23]. The catalyst is CN(C=O)C. The product is [CH2:1]([N:4]1[C:12]2[C:11](=[O:13])[NH:10][C:9](=[O:14])[N:8]([CH2:22][CH3:23])[C:7]=2[N:6]=[CH:5]1)[CH:2]=[CH2:3]. The yield is 0.407.